Dataset: Reaction yield outcomes from USPTO patents with 853,638 reactions. Task: Predict the reaction yield, written as a fraction of the theoretical maximum amount of product (1.0 means a 100% yield; for example, 0.34 means a 34% yield). (1) The reactants are [Cl:1][C:2]1[C:3]2[N:4]([C:8]([CH:18]=[O:19])=[C:9]([C:11]3[CH:16]=[CH:15][C:14]([F:17])=[CH:13][CH:12]=3)[N:10]=2)[CH:5]=[CH:6][CH:7]=1.[C:20]([Mg]Br)#[CH:21].O. The catalyst is O1CCCC1.ClCCl.[O-2].[O-2].[Mn+4]. The product is [Cl:1][C:2]1[C:3]2[N:4]([C:8]([C:18](=[O:19])[C:20]#[CH:21])=[C:9]([C:11]3[CH:16]=[CH:15][C:14]([F:17])=[CH:13][CH:12]=3)[N:10]=2)[CH:5]=[CH:6][CH:7]=1. The yield is 0.550. (2) The reactants are [F:1][C:2]1[CH:3]=[C:4]([CH:9]2[CH2:13][CH2:12][CH2:11][C:10]2=[O:14])[CH:5]=[C:6]([F:8])[CH:7]=1.[C:15](Cl)([N:17]=[C:18]=[O:19])=[O:16]. The catalyst is C(OCC)(=O)C. The product is [F:1][C:2]1[CH:3]=[C:4]([CH:9]2[C:10]3[O:14][C:18](=[O:19])[NH:17][C:15](=[O:16])[C:11]=3[CH2:12][CH2:13]2)[CH:5]=[C:6]([F:8])[CH:7]=1. The yield is 0.109. (3) The reactants are Cl[C:2]1C=CC2SC=C(CN3CCN(C4SC(C(O)=O)=C(C)N=4)C3=O)C=2C=1.[C:27]1([CH2:37][N:38]2[CH2:42][CH2:41][N:40]([C:43]3[S:44][C:45]([C:49](O)=[O:50])=[C:46](C)[N:47]=3)[C:39]2=[O:52])[C:36]2[C:31](=[CH:32][CH:33]=[CH:34][CH:35]=2)[CH:30]=[CH:29][N:28]=1.[NH2:53][CH2:54][C:55]1[CH:56]=[N:57][CH:58]=[CH:59][CH:60]=1. No catalyst specified. The product is [C:27]1([CH2:37][N:38]2[CH2:42][CH2:41][N:40]([C:43]3[SH:44]([CH3:2])[C:45]([C:49]([NH:53][CH2:54][C:55]4[CH:56]=[N:57][CH:58]=[CH:59][CH:60]=4)=[O:50])=[CH:46][N:47]=3)[C:39]2=[O:52])[C:36]2[C:31](=[CH:32][CH:33]=[CH:34][CH:35]=2)[CH:30]=[CH:29][N:28]=1. The yield is 0.430.